This data is from Forward reaction prediction with 1.9M reactions from USPTO patents (1976-2016). The task is: Predict the product of the given reaction. (1) Given the reactants [CH:1]([C:4]1[CH:5]=[C:6]([C:12]([OH:14])=O)[S:7][C:8]=1[CH:9]([CH3:11])[CH3:10])([CH3:3])[CH3:2].[CH3:15][O:16][C:17]1[CH:26]=[C:25]([NH2:27])[CH:24]=[CH:23][C:18]=1[C:19]([O:21][CH3:22])=[O:20], predict the reaction product. The product is: [CH3:15][O:16][C:17]1[CH:26]=[C:25]([NH:27][C:12]([C:6]2[S:7][C:8]([CH:9]([CH3:10])[CH3:11])=[C:4]([CH:1]([CH3:2])[CH3:3])[CH:5]=2)=[O:14])[CH:24]=[CH:23][C:18]=1[C:19]([O:21][CH3:22])=[O:20]. (2) Given the reactants [O:1]=[CH:2][C@@H:3]([C@H:5]([C@@H:7]([CH2:9][OH:10])[OH:8])[OH:6])[OH:4].[CH2:11]([OH:13])[CH3:12], predict the reaction product. The product is: [O:1]=[CH:2][C@@H:3]([C@H:5]([C@@H:7]([CH2:9][OH:10])[OH:8])[OH:6])[OH:4].[O:1]=[CH:2][C@@H:3]([C@H:5]([C@@H:7]([C@@H:9]([CH2:11][OH:13])[OH:10])[OH:8])[OH:6])[OH:4].[CH2:11]([OH:13])[CH3:12]. (3) The product is: [Br:20][C:21]1[C:29]([F:30])=[CH:28][C:24]([C:25]([OH:27])=[O:26])=[C:23]2[C:22]=1[C:7]1[CH2:6][CH2:5][CH:4]([CH:8]([C:14]([O:16][CH2:17][CH3:18])=[O:15])[C:9]([O:11][CH2:12][CH3:13])=[O:10])[CH2:3][C:2]=1[NH:31]2. Given the reactants O=[C:2]1[CH2:7][CH2:6][CH2:5][CH:4]([CH:8]([C:14]([O:16][CH2:17][CH3:18])=[O:15])[C:9]([O:11][CH2:12][CH3:13])=[O:10])[CH2:3]1.Cl.[Br:20][C:21]1[C:29]([F:30])=[CH:28][C:24]([C:25]([OH:27])=[O:26])=[C:23]([NH:31]N)[CH:22]=1, predict the reaction product. (4) Given the reactants [Cl:1][C:2]1[CH:7]=[CH:6][C:5]([C@@:8]2([CH3:38])[C@:12]([C:14]3[CH:19]=[CH:18][C:17]([Cl:20])=[CH:16][CH:15]=3)([CH3:13])[N:11]([C:21](Cl)=[O:22])[C:10]([C:24]3[CH:29]=[CH:28][C:27]([C:30]([C:33]#[N:34])([CH3:32])[CH3:31])=[CH:26][C:25]=3[O:35][CH2:36][CH3:37])=[N:9]2)=[CH:4][CH:3]=1.C(C1C=CC(C2N(C([N:72]3[CH2:77][CH2:76][N:75]([CH2:78][CH2:79][CH2:80][S:81]([CH2:84][CH3:85])(=[O:83])=[O:82])[CH2:74][CH2:73]3)=O)[C@@](C3C=CC(Cl)=CC=3)(C)[C@@](C3C=CC(Cl)=CC=3)(C)N=2)=C(OCC)C=1)(C)(C)C, predict the reaction product. The product is: [Cl:1][C:2]1[CH:7]=[CH:6][C:5]([C@@:8]2([CH3:38])[C@:12]([C:14]3[CH:19]=[CH:18][C:17]([Cl:20])=[CH:16][CH:15]=3)([CH3:13])[N:11]([C:21]([N:72]3[CH2:73][CH2:74][N:75]([CH2:78][CH2:79][CH2:80][S:81]([CH2:84][CH3:85])(=[O:82])=[O:83])[CH2:76][CH2:77]3)=[O:22])[C:10]([C:24]3[CH:29]=[CH:28][C:27]([C:30]([CH3:31])([CH3:32])[C:33]#[N:34])=[CH:26][C:25]=3[O:35][CH2:36][CH3:37])=[N:9]2)=[CH:4][CH:3]=1.